From a dataset of NCI-60 drug combinations with 297,098 pairs across 59 cell lines. Regression. Given two drug SMILES strings and cell line genomic features, predict the synergy score measuring deviation from expected non-interaction effect. (1) Drug 1: CC1=CC2C(CCC3(C2CCC3(C(=O)C)OC(=O)C)C)C4(C1=CC(=O)CC4)C. Drug 2: CCN(CC)CCNC(=O)C1=C(NC(=C1C)C=C2C3=C(C=CC(=C3)F)NC2=O)C. Cell line: NCI-H460. Synergy scores: CSS=2.47, Synergy_ZIP=1.61, Synergy_Bliss=5.15, Synergy_Loewe=3.10, Synergy_HSA=3.09. (2) Drug 2: CC12CCC3C(C1CCC2OP(=O)(O)O)CCC4=C3C=CC(=C4)OC(=O)N(CCCl)CCCl.[Na+]. Drug 1: CC1=C(C(CCC1)(C)C)C=CC(=CC=CC(=CC(=O)O)C)C. Cell line: CCRF-CEM. Synergy scores: CSS=4.37, Synergy_ZIP=-4.53, Synergy_Bliss=-6.97, Synergy_Loewe=-0.752, Synergy_HSA=-3.77. (3) Drug 1: CN(C)N=NC1=C(NC=N1)C(=O)N. Drug 2: C1C(C(OC1N2C=NC3=C2NC=NCC3O)CO)O. Cell line: EKVX. Synergy scores: CSS=1.11, Synergy_ZIP=-0.560, Synergy_Bliss=-0.153, Synergy_Loewe=-12.3, Synergy_HSA=-1.63. (4) Cell line: HCC-2998. Drug 2: C1CN(CCN1C(=O)CCBr)C(=O)CCBr. Drug 1: CN(CCCl)CCCl.Cl. Synergy scores: CSS=34.9, Synergy_ZIP=-5.71, Synergy_Bliss=1.71, Synergy_Loewe=3.85, Synergy_HSA=5.83. (5) Drug 1: CCCCC(=O)OCC(=O)C1(CC(C2=C(C1)C(=C3C(=C2O)C(=O)C4=C(C3=O)C=CC=C4OC)O)OC5CC(C(C(O5)C)O)NC(=O)C(F)(F)F)O. Drug 2: C(CN)CNCCSP(=O)(O)O. Cell line: NCI/ADR-RES. Synergy scores: CSS=29.4, Synergy_ZIP=7.16, Synergy_Bliss=8.26, Synergy_Loewe=0.674, Synergy_HSA=9.16. (6) Drug 1: CNC(=O)C1=CC=CC=C1SC2=CC3=C(C=C2)C(=NN3)C=CC4=CC=CC=N4. Drug 2: C1=NC2=C(N=C(N=C2N1C3C(C(C(O3)CO)O)F)Cl)N. Cell line: OVCAR-5. Synergy scores: CSS=8.29, Synergy_ZIP=-4.66, Synergy_Bliss=3.10, Synergy_Loewe=-9.10, Synergy_HSA=1.77.